From a dataset of Forward reaction prediction with 1.9M reactions from USPTO patents (1976-2016). Predict the product of the given reaction. (1) The product is: [OH:41][CH2:40][C:21]1[C:22]([N:26]2[C:38](=[O:39])[C:37]3[S:36][C:35]4[CH2:34][CH2:33][CH2:32][CH2:31][C:30]=4[C:29]=3[CH:28]=[N:27]2)=[N:23][CH:24]=[CH:25][C:20]=1[C:4]1[CH:5]=[C:6]([NH:9][C:10]2[S:11][C:12]3[CH2:13][N:14]([CH3:19])[CH2:15][CH2:16][C:17]=3[N:18]=2)[C:7](=[O:8])[N:2]([CH3:1])[CH:3]=1. Given the reactants [CH3:1][N:2]1[C:7](=[O:8])[C:6]([NH:9][C:10]2[S:11][C:12]3[CH2:13][N:14]([CH3:19])[CH2:15][CH2:16][C:17]=3[N:18]=2)=[CH:5][C:4]([C:20]2[CH:25]=[CH:24][N:23]=[C:22]([N:26]3[C:38](=[O:39])[C:37]4[S:36][C:35]5[CH2:34][CH2:33][CH2:32][CH2:31][C:30]=5[C:29]=4[CH:28]=[N:27]3)[C:21]=2[CH:40]=[O:41])=[CH:3]1.[BH4-].[Na+], predict the reaction product. (2) Given the reactants [CH2:1]([O:8][C:9](Cl)=[O:10])[C:2]1[CH:7]=[CH:6][CH:5]=[CH:4][CH:3]=1.C([N:19]1[CH2:26][CH:25]2[CH:21]([CH2:22][CH2:23][C:24]2=[O:27])[CH2:20]1)C1C=CC=CC=1, predict the reaction product. The product is: [CH2:1]([O:8][C:9]([N:19]1[CH2:26][CH:25]2[CH:21]([CH2:22][CH2:23][C:24]2=[O:27])[CH2:20]1)=[O:10])[C:2]1[CH:7]=[CH:6][CH:5]=[CH:4][CH:3]=1. (3) Given the reactants C([O:5][C:6](=[O:19])[CH2:7][O:8][C:9]1[CH:14]=[CH:13][C:12]([C:15]#[N:16])=[CH:11][C:10]=1[C:17]#[CH:18])(C)(C)C.Br[C:21]1[CH:22]=[C:23]([S:27]([N:30]2[CH2:35][CH2:34][O:33][CH2:32][CH2:31]2)(=[O:29])=[O:28])[CH:24]=[N:25][CH:26]=1, predict the reaction product. The product is: [C:15]([C:12]1[CH:13]=[CH:14][C:9]([O:8][CH2:7][C:6]([OH:5])=[O:19])=[C:10]([C:17]#[C:18][C:21]2[CH:26]=[N:25][CH:24]=[C:23]([S:27]([N:30]3[CH2:31][CH2:32][O:33][CH2:34][CH2:35]3)(=[O:29])=[O:28])[CH:22]=2)[CH:11]=1)#[N:16]. (4) Given the reactants [C:1]([O:5][C:6](=[O:19])[NH:7][C@@H:8]([C@@H:16]1[CH2:18][O:17]1)[CH2:9][C:10]1[CH:15]=[CH:14][CH:13]=[CH:12][CH:11]=1)([CH3:4])([CH3:3])[CH3:2].[CH2:20]([NH:22][C:23](=[O:29])[C@@H:24]1[CH2:28][CH2:27][CH2:26][NH:25]1)[CH3:21], predict the reaction product. The product is: [C:1]([O:5][C:6](=[O:19])[NH:7][C@H:8]([CH2:9][C:10]1[CH:15]=[CH:14][CH:13]=[CH:12][CH:11]=1)[C@@H:16]([OH:17])[CH2:18][N:25]1[CH2:26][CH2:27][CH2:28][C@H:24]1[C:23](=[O:29])[NH:22][CH2:20][CH3:21])([CH3:4])([CH3:3])[CH3:2]. (5) Given the reactants C(OC(=O)[NH:7][CH2:8][C:9]1[CH:10]=[C:11]2[C:16](=[CH:17][CH:18]=1)[N:15]=[C:14]([CH3:19])[N:13]([CH:20]1[CH2:25][CH2:24][C:23](=[O:26])[NH:22][C:21]1=[O:27])[C:12]2=[O:28])(C)(C)C.[ClH:30], predict the reaction product. The product is: [ClH:30].[NH2:7][CH2:8][C:9]1[CH:10]=[C:11]2[C:16](=[CH:17][CH:18]=1)[N:15]=[C:14]([CH3:19])[N:13]([CH:20]1[CH2:25][CH2:24][C:23](=[O:26])[NH:22][C:21]1=[O:27])[C:12]2=[O:28]. (6) Given the reactants [OH:1][C:2]1[CH:11]=[C:10]2[C:5]([CH2:6][CH2:7][CH:8]([C:12]([O:14][CH2:15][CH3:16])=[O:13])[O:9]2)=[CH:4][CH:3]=1.C(=O)([O-])[O-].[K+].[K+].[I-].[K+].[CH2:25](Cl)[C:26]1[CH:31]=[CH:30][CH:29]=[CH:28][CH:27]=1, predict the reaction product. The product is: [CH2:25]([O:1][C:2]1[CH:11]=[C:10]2[C:5]([CH2:6][CH2:7][CH:8]([C:12]([O:14][CH2:15][CH3:16])=[O:13])[O:9]2)=[CH:4][CH:3]=1)[C:26]1[CH:31]=[CH:30][CH:29]=[CH:28][CH:27]=1. (7) Given the reactants [NH:1](C(OCC1C=CC=CC=1)=O)[C@@H:2]([C:13]([OH:15])=O)[CH2:3][C:4]1[C:12]2[C:7](=[CH:8][CH:9]=[CH:10][CH:11]=2)[NH:6][CH:5]=1.CN1CCOCC1.C(OC(Cl)=O)C(C)C.[NH2:41][C@H:42]([C:55]([NH:57][C@H:58]([C:62]([O:64][CH3:65])=[O:63])[CH:59]([CH3:61])[CH3:60])=[O:56])[CH2:43][CH2:44][CH2:45][CH2:46][NH:47][C:48]([O:50][C:51]([CH3:54])([CH3:53])[CH3:52])=[O:49], predict the reaction product. The product is: [NH2:1][C@H:2]([C:13]([NH:41][C@H:42]([C:55]([NH:57][C@H:58]([C:62]([O:64][CH3:65])=[O:63])[CH:59]([CH3:61])[CH3:60])=[O:56])[CH2:43][CH2:44][CH2:45][CH2:46][NH:47][C:48]([O:50][C:51]([CH3:52])([CH3:54])[CH3:53])=[O:49])=[O:15])[CH2:3][C:4]1[C:12]2[C:7](=[CH:8][CH:9]=[CH:10][CH:11]=2)[NH:6][CH:5]=1.